This data is from Reaction yield outcomes from USPTO patents with 853,638 reactions. The task is: Predict the reaction yield, written as a fraction of the theoretical maximum amount of product (1.0 means a 100% yield; for example, 0.34 means a 34% yield). (1) The reactants are [CH3:1][C:2]1[C:3]([NH:11][NH:12][C:13](=O)[CH3:14])=[N:4][CH:5]=[C:6]([N+:8]([O-:10])=[O:9])[CH:7]=1.CC(O)=O. The catalyst is O1CCOCC1. The product is [CH3:14][C:13]1[N:4]2[CH:5]=[C:6]([N+:8]([O-:10])=[O:9])[CH:7]=[C:2]([CH3:1])[C:3]2=[N:11][N:12]=1. The yield is 0.600. (2) The reactants are C([O:3][C:4](=[O:20])[C:5]1[CH:17]=[C:16]([CH:18]=[O:19])[CH:15]=[C:7]([C:8]([N:10]([CH3:14])[CH2:11][CH2:12][CH3:13])=[O:9])[CH:6]=1)C.S([CH2:31][N+:32]#[C-:33])(C1C=CC(C)=CC=1)(=O)=O.C[O-].[Na+]. The catalyst is CO. The product is [CH3:14][N:10]([CH2:11][CH2:12][CH3:13])[C:8](=[O:9])[C:7]1[CH:6]=[C:5]([CH:17]=[C:16]([C:18]2[O:19][CH:33]=[N:32][CH:31]=2)[CH:15]=1)[C:4]([OH:3])=[O:20]. The yield is 0.650. (3) The yield is 0.210. The product is [Cl:1][C:2]1[C:7]2[CH2:8][CH2:9][C:10](=[O:11])[NH:24][C:6]=2[N:5]=[C:4](/[CH:16]=[CH:17]/[C:18]2[CH:23]=[CH:22][CH:21]=[CH:20][CH:19]=2)[N:3]=1. The reactants are [Cl:1][C:2]1[C:7]([CH2:8][CH2:9][C:10](OCC)=[O:11])=[C:6](Cl)[N:5]=[C:4](/[CH:16]=[CH:17]/[C:18]2[CH:23]=[CH:22][CH:21]=[CH:20][CH:19]=2)[N:3]=1.[NH4+:24].[OH-]. The catalyst is O1CCOCC1. (4) The reactants are [Cl:1][C:2]1[CH:7]=[CH:6][C:5]([C:8]2[C:14]3[CH:15]=[C:16]([O:19]C)[CH:17]=[CH:18][C:13]=3[N:12]3[C:21]([CH3:24])=[N:22][N:23]=[C:11]3[C@H:10]([CH2:25][C:26]([OH:28])=[O:27])[N:9]=2)=[CH:4][CH:3]=1.B(Br)(Br)Br. The catalyst is C(Cl)Cl. The product is [Cl:1][C:2]1[CH:7]=[CH:6][C:5]([C:8]2[C:14]3[CH:15]=[C:16]([OH:19])[CH:17]=[CH:18][C:13]=3[N:12]3[C:21]([CH3:24])=[N:22][N:23]=[C:11]3[C@H:10]([CH2:25][C:26]([OH:28])=[O:27])[N:9]=2)=[CH:4][CH:3]=1. The yield is 0.990. (5) The reactants are [C:1]([O:5][C:6](=[O:35])[NH:7][CH:8]([CH2:27][C:28]1[CH:33]=[CH:32][C:31]([Cl:34])=[CH:30][CH:29]=1)[C:9]([N:11]1[CH2:16][CH2:15][N:14]([C:17]2[C:18]3[S:25][C:24](I)=[CH:23][C:19]=3[N:20]=[CH:21][N:22]=2)[CH2:13][CH2:12]1)=[O:10])([CH3:4])([CH3:3])[CH3:2].C([O-])([O-])=O.[Na+].[Na+].[S:42]1[CH:46]=[CH:45][C:44](B(O)O)=[CH:43]1. The catalyst is CN(C=O)C.C1C=CC([P]([Pd]([P](C2C=CC=CC=2)(C2C=CC=CC=2)C2C=CC=CC=2)([P](C2C=CC=CC=2)(C2C=CC=CC=2)C2C=CC=CC=2)[P](C2C=CC=CC=2)(C2C=CC=CC=2)C2C=CC=CC=2)(C2C=CC=CC=2)C2C=CC=CC=2)=CC=1. The product is [C:1]([O:5][C:6](=[O:35])[NH:7][CH:8]([CH2:27][C:28]1[CH:33]=[CH:32][C:31]([Cl:34])=[CH:30][CH:29]=1)[C:9](=[O:10])[N:11]1[CH2:16][CH2:15][N:14]([C:17]2[C:18]3[S:25][C:24]([C:44]4[CH:45]=[CH:46][S:42][CH:43]=4)=[CH:23][C:19]=3[N:20]=[CH:21][N:22]=2)[CH2:13][CH2:12]1)([CH3:4])([CH3:3])[CH3:2]. The yield is 0.344.